This data is from Reaction yield outcomes from USPTO patents with 853,638 reactions. The task is: Predict the reaction yield, written as a fraction of the theoretical maximum amount of product (1.0 means a 100% yield; for example, 0.34 means a 34% yield). (1) The reactants are [F:1][C:2]1[CH:7]=[CH:6][C:5]([N:8]=[C:9]=[O:10])=[CH:4][CH:3]=1.[NH2:11][C@H:12]1[CH2:17][CH2:16][CH2:15][N:14]([C:18]([O:20][C:21]([CH3:24])([CH3:23])[CH3:22])=[O:19])[CH2:13]1. The catalyst is C(Cl)Cl. The product is [C:21]([O:20][C:18]([N:14]1[CH2:15][CH2:16][CH2:17][C@H:12]([NH:11][C:9]([NH:8][C:5]2[CH:6]=[CH:7][C:2]([F:1])=[CH:3][CH:4]=2)=[O:10])[CH2:13]1)=[O:19])([CH3:24])([CH3:22])[CH3:23]. The yield is 1.00. (2) The reactants are [Cl:1][C:2]1[C:17]([NH:18][S:19]([CH2:22][CH2:23][CH3:24])(=[O:21])=[O:20])=[CH:16][CH:15]=[C:14]([F:25])[C:3]=1[C:4]([O:6]CC1C=CC=CC=1)=[O:5].[OH-].[Ba+2].[OH-].Cl.C(=O)(O)[O-].[Na+]. The catalyst is O1CCOCC1.O. The product is [Cl:1][C:2]1[C:17]([NH:18][S:19]([CH2:22][CH2:23][CH3:24])(=[O:20])=[O:21])=[CH:16][CH:15]=[C:14]([F:25])[C:3]=1[C:4]([OH:6])=[O:5]. The yield is 0.566. (3) The catalyst is C(Cl)Cl. The reactants are [CH2:1]([NH:9][CH2:10][C:11]([O:13][CH3:14])=[O:12])[CH2:2][CH2:3][CH2:4][CH2:5][CH2:6][CH2:7][CH3:8].[C:15](O)(=[O:23])[CH2:16][CH2:17][CH2:18][CH2:19][CH2:20][CH2:21][CH3:22].C(Cl)CCl.C1C=CC2N(O)N=NC=2C=1.CCN(C(C)C)C(C)C.S([O-])([O-])(=O)=O.[Mg+2]. The yield is 0.870. The product is [CH2:1]([N:9]([CH2:10][C:11]([O:13][CH3:14])=[O:12])[C:15](=[O:23])[CH2:16][CH2:17][CH2:18][CH2:19][CH2:20][CH2:21][CH3:22])[CH2:2][CH2:3][CH2:4][CH2:5][CH2:6][CH2:7][CH3:8]. (4) The reactants are [Cl:1][C:2]1[CH:7]=[CH:6][C:5]([NH:8][C:9](=[O:23])[C:10]2[CH:11]=[C:12]([CH:17]=[CH:18][C:19]=2[N+:20]([O-:22])=[O:21])[C:13](OC)=[O:14])=[CH:4][CH:3]=1.[NH3:24]. The catalyst is CO. The product is [N+:20]([C:19]1[CH:18]=[CH:17][C:12]([C:13]([NH2:24])=[O:14])=[CH:11][C:10]=1[C:9]([NH:8][C:5]1[CH:6]=[CH:7][C:2]([Cl:1])=[CH:3][CH:4]=1)=[O:23])([O-:22])=[O:21]. The yield is 0.230. (5) The reactants are [NH2:1][C:2]1[CH:3]=[N:4][C:5]2[C:10]([C:11]=1[C:12]([C:14]1[CH:19]=[CH:18][C:17]([C:20]([CH3:24])([CH3:23])[C:21]#[N:22])=[CH:16][CH:15]=1)=O)=[CH:9][C:8]([Br:25])=[CH:7][CH:6]=2.[NH2:26][C:27](N)=[O:28]. No catalyst specified. The product is [Br:25][C:8]1[CH:7]=[CH:6][C:5]2[N:4]=[CH:3][C:2]3[NH:1][C:27](=[O:28])[N:26]=[C:12]([C:14]4[CH:19]=[CH:18][C:17]([C:20]([CH3:24])([CH3:23])[C:21]#[N:22])=[CH:16][CH:15]=4)[C:11]=3[C:10]=2[CH:9]=1. The yield is 0.860. (6) The reactants are [CH3:1][O:2][C:3](=[O:15])[C:4]1[CH:9]=[CH:8][CH:7]=[C:6]([OH:10])[C:5]=1[CH2:11][C:12]([CH3:14])=[CH2:13]. The catalyst is C(O)=O. The product is [CH3:1][O:2][C:3]([C:4]1[CH:9]=[CH:8][CH:7]=[C:6]2[O:10][C:12]([CH3:14])([CH3:13])[CH2:11][C:5]=12)=[O:15]. The yield is 0.960. (7) The reactants are [C:1]([Mg]Cl)#[CH:2].[O:5]1[CH2:8][C:7](=[O:9])[CH2:6]1.[Si:10](Cl)([CH3:13])([CH3:12])[CH3:11].C([O-])(O)=O.[Na+]. The catalyst is C1COCC1. The product is [C:1]([C:7]1([O:9][Si:10]([CH3:13])([CH3:12])[CH3:11])[CH2:8][O:5][CH2:6]1)#[CH:2]. The yield is 0.730. (8) No catalyst specified. The product is [CH3:28][CH:27]([CH2:26][C@H:25]([OH:30])[CH:17]=[CH:16][C:15]([CH3:19])([CH3:18])[CH3:14])[CH3:29]. The reactants are B(C1CCCCC1)C1CCCCC1.[CH3:14][C:15]([CH3:19])([CH3:18])[C:16]#[CH:17].[Zn](CC)CC.[CH:25](=[O:30])[CH2:26][CH:27]([CH3:29])[CH3:28]. The yield is 0.860. (9) The reactants are [Cl:1][C:2]1[N:3]=[C:4]([N:11]2[CH2:16][CH2:15][O:14][CH2:13][CH2:12]2)[C:5]2[S:10][CH:9]=[CH:8][C:6]=2[N:7]=1.[Li]CCCC.CCCCCC.CN([CH:31]=[O:32])C. The catalyst is C1COCC1. The product is [Cl:1][C:2]1[N:3]=[C:4]([N:11]2[CH2:16][CH2:15][O:14][CH2:13][CH2:12]2)[C:5]2[S:10][C:9]([CH:31]=[O:32])=[CH:8][C:6]=2[N:7]=1. The yield is 0.770. (10) The reactants are [I:1][C:2]1[CH:8]=[C:7]([C:9]([F:18])([C:14]([F:17])([F:16])[F:15])[C:10]([F:13])([F:12])[F:11])[CH:6]=[C:5]([I:19])[C:3]=1[NH2:4].[Cl:20][C:21]1[C:29]([N+:30]([O-:32])=[O:31])=[CH:28][CH:27]=[CH:26][C:22]=1[C:23](Cl)=[O:24].O. The catalyst is CN1C(=O)N(C)CC1. The product is [Cl:20][C:21]1[C:29]([N+:30]([O-:32])=[O:31])=[CH:28][CH:27]=[CH:26][C:22]=1[C:23]([NH:4][C:3]1[C:2]([I:1])=[CH:8][C:7]([C:9]([F:18])([C:10]([F:13])([F:12])[F:11])[C:14]([F:15])([F:16])[F:17])=[CH:6][C:5]=1[I:19])=[O:24]. The yield is 0.990.